This data is from NCI-60 drug combinations with 297,098 pairs across 59 cell lines. The task is: Regression. Given two drug SMILES strings and cell line genomic features, predict the synergy score measuring deviation from expected non-interaction effect. (1) Drug 1: CN1CCC(CC1)COC2=C(C=C3C(=C2)N=CN=C3NC4=C(C=C(C=C4)Br)F)OC. Drug 2: C1=NNC2=C1C(=O)NC=N2. Cell line: NCI-H522. Synergy scores: CSS=11.9, Synergy_ZIP=-5.23, Synergy_Bliss=-2.94, Synergy_Loewe=-15.1, Synergy_HSA=-1.71. (2) Drug 2: C(CN)CNCCSP(=O)(O)O. Drug 1: CC1C(C(CC(O1)OC2CC(OC(C2O)C)OC3=CC4=CC5=C(C(=O)C(C(C5)C(C(=O)C(C(C)O)O)OC)OC6CC(C(C(O6)C)O)OC7CC(C(C(O7)C)O)OC8CC(C(C(O8)C)O)(C)O)C(=C4C(=C3C)O)O)O)O. Cell line: K-562. Synergy scores: CSS=9.99, Synergy_ZIP=1.92, Synergy_Bliss=1.88, Synergy_Loewe=-44.0, Synergy_HSA=-2.67. (3) Drug 1: CC1OCC2C(O1)C(C(C(O2)OC3C4COC(=O)C4C(C5=CC6=C(C=C35)OCO6)C7=CC(=C(C(=C7)OC)O)OC)O)O. Drug 2: C1CC(C1)(C(=O)O)C(=O)O.[NH2-].[NH2-].[Pt+2]. Cell line: EKVX. Synergy scores: CSS=14.6, Synergy_ZIP=-2.70, Synergy_Bliss=0.224, Synergy_Loewe=-8.88, Synergy_HSA=1.34. (4) Drug 1: CC1C(C(=O)NC(C(=O)N2CCCC2C(=O)N(CC(=O)N(C(C(=O)O1)C(C)C)C)C)C(C)C)NC(=O)C3=C4C(=C(C=C3)C)OC5=C(C(=O)C(=C(C5=N4)C(=O)NC6C(OC(=O)C(N(C(=O)CN(C(=O)C7CCCN7C(=O)C(NC6=O)C(C)C)C)C)C(C)C)C)N)C. Drug 2: CC1C(C(CC(O1)OC2CC(CC3=C2C(=C4C(=C3O)C(=O)C5=C(C4=O)C(=CC=C5)OC)O)(C(=O)CO)O)N)O.Cl. Cell line: ACHN. Synergy scores: CSS=38.2, Synergy_ZIP=-0.745, Synergy_Bliss=4.30, Synergy_Loewe=0.776, Synergy_HSA=2.87.